Dataset: Reaction yield outcomes from USPTO patents with 853,638 reactions. Task: Predict the reaction yield, written as a fraction of the theoretical maximum amount of product (1.0 means a 100% yield; for example, 0.34 means a 34% yield). The reactants are [Br:1]N1C(=O)CCC1=O.[C:9]([O:13][C:14](=[O:28])[NH:15][N:16]1[C:25]([CH3:26])=[CH:24][C:23]2[C:18](=[CH:19][N:20]=[CH:21][CH:22]=2)[C:17]1=[O:27])([CH3:12])([CH3:11])[CH3:10].O. The catalyst is CN(C)C=O. The product is [C:9]([O:13][C:14](=[O:28])[NH:15][N:16]1[C:25]([CH3:26])=[C:24]([Br:1])[C:23]2[C:18](=[CH:19][N:20]=[CH:21][CH:22]=2)[C:17]1=[O:27])([CH3:12])([CH3:10])[CH3:11]. The yield is 0.573.